From a dataset of Experimentally validated miRNA-target interactions with 360,000+ pairs, plus equal number of negative samples. Binary Classification. Given a miRNA mature sequence and a target amino acid sequence, predict their likelihood of interaction. (1) The miRNA is hsa-miR-3191-3p with sequence UGGGGACGUAGCUGGCCAGACAG. The protein sequence of the target gene is MVALSLKISIGNVVKTMQFEPSTMVYDACRMIRERIPEALAGPPNDFGLFLSDDDPKKGIWLEAGKALDYYMLRNGDTMEYRKKQRPLKIRMLDGTVKTIMVDDSKTVTDMLMTICARIGITNHDEYSLVRELMEEKKDEGTGTLRKDKTLLRDEKKMEKLKQKLHTDDELNWLDHGRTLREQGVEEHETLLLRRKFFYSDQNVDSRDPVQLNLLYVQARDDILNGSHPVSFDKACEFAGFQCQIQFGPHNEQKHKAGFLDLKDFLPKEYVKQKGERKIFQAHKNCGQMSEIEAKVRYVK.... Result: 0 (no interaction). (2) The miRNA is hsa-miR-331-3p with sequence GCCCCUGGGCCUAUCCUAGAA. The protein sequence of the target gene is MDWQPDEQGLQQVLQLLKDSQSPNTATQRIVQDKLKQLNQFPDFNNYLIFVLTRLKSEDEPTRSLSGLILKNNVKAHYQSFPPPVADFIKQECLNNIGDASSLIRATIGILITTIASKGELQMWPELLPQLCNLLNSEDYNTCEGAFGALQKICEDSSELLDSDALNRPLNIMIPKFLQFFKHCSPKIRSHAIACVNQFIMDRAQALMDNIDTFIEHLFALAVDDDPEVRKNVCRALVMLLEVRIDRLIPHMHSIIQYMLQRTQDHDENVALEACEFWLTLAEQPICKEVLASHLVQLIP.... Result: 1 (interaction). (3) The miRNA is hsa-miR-4685-3p with sequence UCUCCCUUCCUGCCCUGGCUAG. The protein sequence of the target gene is MFRSKRSGLVRRLWRSRVVPDREEGGSGGGGGGDEDGSLGSRAEPAPRAREGGGCGRSEVRPVAPRRPRDAVGQRGAQGAGRRRRAGGPPRPMSEPGAGAGSSLLDVAEPGGPGWLPESDCETVTCCLFSERDAAGAPRDASDPLAGAALEPAGGGRSREARSRLLLLEQELKTVTYSLLKRLKERSLDTLLEAVESRGGVPGGCVLVPRADLRLGGQPAPPQLLLGRLFRWPDLQHAVELKPLCGCHSFAAAADGPTVCCNPYHFSRLCGPESPPPPYSRLSPRDEYKPLDLSDSTLSY.... Result: 1 (interaction). (4) The miRNA is hsa-miR-6510-3p with sequence CACCGACUCUGUCUCCUGCAG. The protein sequence of the target gene is MAGQPHSPRELLGAAGHRSRRPSTELRVPPSPSLTMDSQYETGHIRKLQARHMQMQEKTFTKWINNVFQCGQAGIKIRNLYTELADGIHLLRLLELISGEALPPPSRGRLRVHFLENSSRALAFLRAKVPVPLIGPENIVDGDQTLILGLIWVIILRFQISHISLDKEEFGASAALLSTKEALLVWCQRKTASYTNVNITDFSRSWSDGLGFNALIHAHRPDLLDYGSLRPDRPLHNLAFAFLVAEQELGIAQLLDPEDVAAAQPDERSIMTYVSLYYHYCSRLHQGQTVQRRLTKILLQ.... Result: 0 (no interaction). (5) Result: 0 (no interaction). The protein sequence of the target gene is MFWKLSLSLFLVAVLVKVAEARKNRPAGAIPSPYKDGSSNNSERWQHQIKEVLASSQEALVVTERKYLKSDWCKTQPLRQTVSEEGCRSRTILNRFCYGQCNSFYIPRHVKKEEESFQSCAFCKPQRVTSVLVELECPGLDPPFRLKKIQKVKQCRCMSVNLSDSDKQ. The miRNA is mmu-miR-1901 with sequence CCGCUCGUACUCCCGGGGGUCC. (6) The miRNA is mmu-miR-31-5p with sequence AGGCAAGAUGCUGGCAUAGCUG. The protein sequence of the target gene is MAAAADSFSGGPAGVRLPRSPPLKVLAEQLRRDAEGGPGAWRLSRAAAGRGPLDLAAVWMQGRVVMADRGEARLRDPSGDFSVRGLERVPRGRPCLVPGKYVMVMGVVQACSPEPCLQAVKMTDLSDNPIHESMWELEVEDLHRNIP. Result: 0 (no interaction). (7) The miRNA is hsa-miR-136-5p with sequence ACUCCAUUUGUUUUGAUGAUGGA. The protein sequence of the target gene is MGGCTVKPQLLLLALVLHPWNPCLGADSEKPSSIPTDKLLVITVATKESDGFHRFMQSAKYFNYTVKVLGQGEEWRGGDGINSIGGGQKVRLMKEVMEHYADQDDLVVMFTECFDVIFAGGPEEVLKKFQKANHKVVFAADGILWPDKRLADKYPVVHIGKRYLNSGGFIGYAPYVNRIVQQWNLQDNDDDQLFYTKVYIDPLKREAINITLDHKCKIFQTLNGAVDEVVLKFENGKARAKNTFYETLPVAINGNGPTKILLNYFGNYVPNSWTQDNGCTLCEFDTVDLSAVDVHPNVSI.... Result: 1 (interaction). (8) The miRNA is hsa-miR-4652-3p with sequence GUUCUGUUAACCCAUCCCCUCA. The protein sequence of the target gene is MYSMMMETDLHSPGGAQAPTNLSGPAGAGGGGGGGGGGGGGGGAKANQDRVKRPMNAFMVWSRGQRRKMAQENPKMHNSEISKRLGAEWKVMSEAEKRPFIDEAKRLRALHMKEHPDYKYRPRRKTKTLLKKDKYSLAGGLLAAGAGGGGAAVAMGVGVGVGAAAVGQRLESPGGAAGGGYAHVNGWANGAYPGSVAAAAAAAAMMQEAQLAYGQHPGAGGAHPHAHPAHPHPHHPHAHPHNPQPMHRYDMGALQYSPISNSQGYMSASPSGYGGLPYGAAAAAAAAAGGAHQNSAVAAA.... Result: 1 (interaction).